Dataset: Reaction yield outcomes from USPTO patents with 853,638 reactions. Task: Predict the reaction yield, written as a fraction of the theoretical maximum amount of product (1.0 means a 100% yield; for example, 0.34 means a 34% yield). (1) The reactants are Cl[CH2:2][C:3]1[CH:12]=[CH:11][C:6]2[O:7][CH2:8][CH2:9][O:10][C:5]=2[CH:4]=1.[C-:13]#[N:14].[Na+].O. The catalyst is CS(C)=O. The product is [O:7]1[CH2:8][CH2:9][O:10][C:5]2[CH:4]=[C:3]([CH2:2][C:13]#[N:14])[CH:12]=[CH:11][C:6]1=2. The yield is 0.860. (2) The reactants are Br[C:2]1[C:3]([CH3:21])=[C:4]([N:8]2[C:17](=[O:18])[C:16]3[C:11](=[C:12]([Cl:19])[CH:13]=[CH:14][CH:15]=3)[NH:10][C:9]2=[O:20])[CH:5]=[CH:6][CH:7]=1.[CH3:22][C:23]1([CH3:39])[C:27]([CH3:29])([CH3:28])[O:26][B:25]([B:25]2[O:26][C:27]([CH3:29])([CH3:28])[C:23]([CH3:39])([CH3:22])[O:24]2)[O:24]1.C([O-])(=O)C.[K+]. The catalyst is O1CCOCC1.C1C=CC(P(C2C=CC=CC=2)[C-]2C=CC=C2)=CC=1.C1C=CC(P(C2C=CC=CC=2)[C-]2C=CC=C2)=CC=1.Cl[Pd]Cl.[Fe+2].C(Cl)Cl. The product is [Cl:19][C:12]1[CH:13]=[CH:14][CH:15]=[C:16]2[C:11]=1[NH:10][C:9](=[O:20])[N:8]([C:4]1[CH:5]=[CH:6][CH:7]=[C:2]([B:25]3[O:26][C:27]([CH3:29])([CH3:28])[C:23]([CH3:39])([CH3:22])[O:24]3)[C:3]=1[CH3:21])[C:17]2=[O:18]. The yield is 0.580.